Task: Regression/Classification. Given a drug SMILES string, predict its absorption, distribution, metabolism, or excretion properties. Task type varies by dataset: regression for continuous measurements (e.g., permeability, clearance, half-life) or binary classification for categorical outcomes (e.g., BBB penetration, CYP inhibition). For this dataset (solubility_aqsoldb), we predict Y.. Dataset: Aqueous solubility values for 9,982 compounds from the AqSolDB database (1) The compound is Clc1ccc(Cl)c(Oc2ccccc2)c1. The Y is -4.97 log mol/L. (2) The drug is CCCOC(=O)c1ccc(O)cc1. The Y is -2.68 log mol/L.